The task is: Predict the product of the given reaction.. This data is from Forward reaction prediction with 1.9M reactions from USPTO patents (1976-2016). (1) Given the reactants [C:1]([C:3]1[CH:8]=[CH:7][C:6]([NH:9][CH:10]([C:23]2[CH:28]=[C:27]([O:29][CH2:30][CH3:31])[C:26]([O:32][CH2:33][CH3:34])=[CH:25][C:24]=2[N:35]([S:37]([CH3:40])(=[O:39])=[O:38])[CH3:36])[C:11]([NH:13][S:14]([C:17]2[CH:22]=[CH:21][CH:20]=[CH:19][CH:18]=2)(=[O:16])=[O:15])=[O:12])=[CH:5][CH:4]=1)#[N:2].C([N:44](C(C)C)CC)(C)C.Cl.NO, predict the reaction product. The product is: [C:17]1([S:14]([NH:13][C:11](=[O:12])[CH:10]([NH:9][C:6]2[CH:7]=[CH:8][C:3]([C:1]([NH2:44])=[NH:2])=[CH:4][CH:5]=2)[C:23]2[CH:28]=[C:27]([O:29][CH2:30][CH3:31])[C:26]([O:32][CH2:33][CH3:34])=[CH:25][C:24]=2[N:35]([S:37]([CH3:40])(=[O:38])=[O:39])[CH3:36])(=[O:16])=[O:15])[CH:18]=[CH:19][CH:20]=[CH:21][CH:22]=1. (2) The product is: [C:2]([C:4]1[C:5](=[O:7])[NH:1][C:9]([OH:15])=[CH:10][C:11]=1[CH3:13])#[N:3]. Given the reactants [NH3:1].[C:2]([CH2:4][C:5]([O:7]C)=O)#[N:3].[C:9]([O:15]C)(=O)[CH2:10][C:11]([CH3:13])=O.Cl, predict the reaction product. (3) Given the reactants [CH2:1]([P:3]([OH:5])[OH:4])[CH3:2].[CH2:6]([O:8][CH:9]=[CH2:10])[CH3:7].[O-]S(OOS([O-])(=O)=O)(=O)=O.[Na+].[Na+], predict the reaction product. The product is: [CH2:1]([P:3]([CH2:7][CH2:6][O:8][CH2:9][CH3:10])(=[O:5])[OH:4])[CH3:2]. (4) Given the reactants [CH2:1]([N:8]1[C:12]2=[N:13][CH:14]=[C:15](Br)[CH:16]=[C:11]2[CH2:10][C:9]1=[O:18])[C:2]1[CH:7]=[CH:6][CH:5]=[CH:4][CH:3]=1.[N:19]1[CH:24]=[CH:23][CH:22]=[C:21]([B-](F)(F)F)[CH:20]=1.[K+], predict the reaction product. The product is: [CH2:1]([N:8]1[C:12]2=[N:13][CH:14]=[C:15]([C:21]3[CH:20]=[N:19][CH:24]=[CH:23][CH:22]=3)[CH:16]=[C:11]2[CH2:10][C:9]1=[O:18])[C:2]1[CH:7]=[CH:6][CH:5]=[CH:4][CH:3]=1.